From a dataset of Full USPTO retrosynthesis dataset with 1.9M reactions from patents (1976-2016). Predict the reactants needed to synthesize the given product. (1) Given the product [C:16]1([C:25]2[CH:30]=[CH:29][CH:28]=[CH:27][CH:26]=2)[CH:21]=[CH:20][CH:19]=[CH:18][C:17]=1[C:22]([N:3]1[CH2:4][C@@H:5]2[C@@H:1]([CH2:6]2)[C@H:2]1[CH2:7][NH:8][C:9]1[N:14]=[CH:13][C:12]([Br:15])=[CH:11][N:10]=1)=[O:23], predict the reactants needed to synthesize it. The reactants are: [C@@H:1]12[CH2:6][C@@H:5]1[CH2:4][NH:3][C@@H:2]2[CH2:7][NH:8][C:9]1[N:14]=[CH:13][C:12]([Br:15])=[CH:11][N:10]=1.[C:16]1([C:25]2[CH:30]=[CH:29][CH:28]=[CH:27][CH:26]=2)[C:17]([C:22](O)=[O:23])=[CH:18][CH:19]=[CH:20][CH:21]=1. (2) The reactants are: C(OC(=O)[NH:7][C:8]([CH2:32][OH:33])([CH2:30][OH:31])[CH2:9][CH2:10][C:11]1[CH:16]=[CH:15][C:14]([O:17][CH2:18][CH2:19][CH2:20][CH2:21][CH2:22][CH2:23][CH2:24][CH3:25])=[C:13]([C:26]([F:29])([F:28])[F:27])[CH:12]=1)(C)(C)C.O1CCOCC1.[ClH:41]. Given the product [ClH:41].[NH2:7][C:8]([CH2:9][CH2:10][C:11]1[CH:16]=[CH:15][C:14]([O:17][CH2:18][CH2:19][CH2:20][CH2:21][CH2:22][CH2:23][CH2:24][CH3:25])=[C:13]([C:26]([F:27])([F:28])[F:29])[CH:12]=1)([CH2:30][OH:31])[CH2:32][OH:33], predict the reactants needed to synthesize it. (3) Given the product [OH:1][N:2]=[C:3]([C:32]1[CH:37]=[CH:36][CH:35]=[CH:34][CH:33]=1)[C:4]1[CH:31]=[CH:30][C:7]2[N:8]([CH2:12][CH2:13][O:14][C:15]3[CH:29]=[CH:28][C:18]([O:19][C:20]([CH3:27])([CH3:26])[C:21]([OH:23])=[O:22])=[CH:17][CH:16]=3)[C:9](=[O:11])[S:10][C:6]=2[CH:5]=1, predict the reactants needed to synthesize it. The reactants are: [OH:1][N:2]=[C:3]([C:32]1[CH:37]=[CH:36][CH:35]=[CH:34][CH:33]=1)[C:4]1[CH:31]=[CH:30][C:7]2[N:8]([CH2:12][CH2:13][O:14][C:15]3[CH:29]=[CH:28][C:18]([O:19][C:20]([CH3:27])([CH3:26])[C:21]([O:23]CC)=[O:22])=[CH:17][CH:16]=3)[C:9](=[O:11])[S:10][C:6]=2[CH:5]=1.[OH-].[K+].Cl.